This data is from TCR-epitope binding with 47,182 pairs between 192 epitopes and 23,139 TCRs. The task is: Binary Classification. Given a T-cell receptor sequence (or CDR3 region) and an epitope sequence, predict whether binding occurs between them. (1) The epitope is SFHSLHLLF. The TCR CDR3 sequence is CASSLLGLAGVGELFF. Result: 0 (the TCR does not bind to the epitope). (2) The epitope is WICLLQFAY. The TCR CDR3 sequence is CSAISGGADTQYF. Result: 0 (the TCR does not bind to the epitope). (3) The epitope is FLKEKGGL. The TCR CDR3 sequence is CARRGEGASYNEQFF. Result: 0 (the TCR does not bind to the epitope). (4) The epitope is LLLGIGILV. The TCR CDR3 sequence is CASSPQGPGTGELFF. Result: 1 (the TCR binds to the epitope). (5) The epitope is NLSALGIFST. The TCR CDR3 sequence is CASSEVNNEQFF. Result: 0 (the TCR does not bind to the epitope).